From a dataset of Reaction yield outcomes from USPTO patents with 853,638 reactions. Predict the reaction yield, written as a fraction of the theoretical maximum amount of product (1.0 means a 100% yield; for example, 0.34 means a 34% yield). (1) The product is [Br:1][C:2]1[CH:10]=[C:9]2[C:8](=[C:4]([CH3:5])[CH:3]=1)[NH:20][CH:23]=[C:24]2[C:25]#[N:18]. The catalyst is C(O)(=O)C. The yield is 0.870. The reactants are [Br:1][C:2]1[CH:3]=[C:4]2[C:8](=[CH:9][CH:10]=1)NC=[C:5]2C=O.P([O-])([O-])(O)=O.[NH4+:18].[NH4+].[N+:20]([CH2:23][CH2:24][CH3:25])([O-])=O. (2) The reactants are [Cl-].O[NH3+:3].[C:4](=[O:7])([O-])[OH:5].[Na+].CS(C)=O.[OH:13][CH2:14][CH:15]([CH3:49])[O:16][C:17]1[CH:22]=[CH:21][C:20]([N:23]2[C:28](=[O:29])[C:27]([CH2:30][C:31]3[CH:36]=[CH:35][C:34]([C:37]4[C:38]([C:43]#[N:44])=[CH:39][CH:40]=[CH:41][CH:42]=4)=[CH:33][CH:32]=3)=[C:26]([CH2:45][CH2:46][CH3:47])[N:25]=[C:24]2[CH3:48])=[CH:19][CH:18]=1. The catalyst is O.C(OCC)(=O)C. The product is [OH:13][CH2:14][CH:15]([CH3:49])[O:16][C:17]1[CH:22]=[CH:21][C:20]([N:23]2[C:28](=[O:29])[C:27]([CH2:30][C:31]3[CH:36]=[CH:35][C:34]([C:37]4[CH:42]=[CH:41][CH:40]=[CH:39][C:38]=4[C:43]4[NH:3][C:4](=[O:7])[O:5][N:44]=4)=[CH:33][CH:32]=3)=[C:26]([CH2:45][CH2:46][CH3:47])[N:25]=[C:24]2[CH3:48])=[CH:19][CH:18]=1. The yield is 0.270. (3) The reactants are Cl[C:2]1[C:3]2[S:22][CH2:21][CH2:20][C:4]=2[N:5]=[C:6]([N:8]2[CH2:13][CH2:12][N:11]([C:14]3[CH:19]=[CH:18][CH:17]=[CH:16][CH:15]=3)[CH2:10][CH2:9]2)[N:7]=1. The catalyst is C1(N)CCCCC1. The product is [CH:14]1([NH:11][C:2]2[C:3]3[S:22][CH2:21][CH2:20][C:4]=3[N:5]=[C:6]([N:8]3[CH2:13][CH2:12][N:11]([C:14]4[CH:19]=[CH:18][CH:17]=[CH:16][CH:15]=4)[CH2:10][CH2:9]3)[N:7]=2)[CH2:19][CH2:18][CH2:17][CH2:16][CH2:15]1. The yield is 0.340. (4) The catalyst is N1C=CC=CC=1. The product is [Si:23]([O:16][C@@H:11]1[C@@H:12]([CH2:14][OH:15])[O:13][C@@H:9]([N:3]2[CH:2]=[CH:1][C:7]([NH2:8])=[N:6][C:4]2=[O:5])[C:10]1([F:17])[F:18])([C:20]([CH3:22])([CH3:21])[CH3:19])([CH3:25])[CH3:24]. The reactants are [CH:1]1[C:7]([NH2:8])=[N:6][C:4](=[O:5])[N:3]([C@@H:9]2[O:13][C@H:12]([CH2:14][OH:15])[C@@H:11]([OH:16])[C:10]2([F:18])[F:17])[CH:2]=1.[CH3:19][C:20]([Si:23](Cl)([CH3:25])[CH3:24])([CH3:22])[CH3:21]. The yield is 0.920. (5) The reactants are [CH3:1][NH:2][C:3]1[CH:12]=[CH:11][C:10]2[C:5](=[C:6]([O:13][CH2:14][CH2:15][OH:16])[CH:7]=[CH:8][CH:9]=2)[N:4]=1.Cl[CH:18]1[CH:23]([N:24]2[CH2:29][CH2:28][NH:27][CH2:26][CH2:25]2)[NH:22][CH2:21][CH2:20][NH:19]1. No catalyst specified. The product is [CH3:1][NH:2][C:3]1[CH:12]=[CH:11][C:10]2[C:5](=[C:6]([O:13][CH2:14][CH2:15][O:16][C:18]3[C:23]([N:24]4[CH2:25][CH2:26][NH:27][CH2:28][CH2:29]4)=[N:22][CH:21]=[CH:20][N:19]=3)[CH:7]=[CH:8][CH:9]=2)[N:4]=1. The yield is 0.310. (6) The reactants are Cl[C:2]1[CH:7]=[CH:6][N:5]=[C:4]2[CH:8]=[C:9]([C:11]([N:13]3[CH2:17][CH2:16][CH2:15][CH2:14]3)=[O:12])[S:10][C:3]=12.FC1C=C([N+]([O-])=O)C=CC=1OC1C=CN=C2C=C(C(N(C)C)=O)SC=12.[Cl:43][C:44]1[CH:49]=[C:48]([N+:50]([O-:52])=[O:51])[CH:47]=[C:46]([Cl:53])[C:45]=1[OH:54]. No catalyst specified. The product is [Cl:43][C:44]1[CH:49]=[C:48]([N+:50]([O-:52])=[O:51])[CH:47]=[C:46]([Cl:53])[C:45]=1[O:54][C:2]1[CH:7]=[CH:6][N:5]=[C:4]2[CH:8]=[C:9]([C:11]([N:13]3[CH2:17][CH2:16][CH2:15][CH2:14]3)=[O:12])[S:10][C:3]=12. The yield is 0.690.